Dataset: Full USPTO retrosynthesis dataset with 1.9M reactions from patents (1976-2016). Task: Predict the reactants needed to synthesize the given product. (1) Given the product [C:2]([O:6][C:7](=[O:14])[CH:8]([NH:9][C:32]1[CH:33]=[C:28]([CH2:24][CH2:25][CH2:26][CH3:27])[N:29]=[C:30]([N:35]2[CH:39]=[C:38]([C:40]3[CH:45]=[CH:44][C:43]([O:46][C:47]([F:48])([F:49])[F:50])=[CH:42][CH:41]=3)[N:37]=[CH:36]2)[N:31]=1)[CH2:10][CH:11]([CH3:12])[CH3:13])([CH3:5])([CH3:4])[CH3:3], predict the reactants needed to synthesize it. The reactants are: Cl.[C:2]([O:6][C:7](=[O:14])[C@H:8]([CH2:10][CH:11]([CH3:13])[CH3:12])[NH2:9])([CH3:5])([CH3:4])[CH3:3].C(N(C(C)C)CC)(C)C.[CH2:24]([C:28]1[CH:33]=[C:32](Cl)[N:31]=[C:30]([N:35]2[CH:39]=[C:38]([C:40]3[CH:45]=[CH:44][C:43]([O:46][C:47]([F:50])([F:49])[F:48])=[CH:42][CH:41]=3)[N:37]=[CH:36]2)[N:29]=1)[CH2:25][CH2:26][CH3:27]. (2) Given the product [F:19][C:20]1[CH:30]=[CH:29][C:23]([C:24](=[O:25])[CH2:18][C:17]2[CH:16]=[CH:15][N:14]=[CH:13][C:12]=2[F:11])=[CH:22][CH:21]=1, predict the reactants needed to synthesize it. The reactants are: C[Si](C)(C)[N-][Si](C)(C)C.[Li+].[F:11][C:12]1[CH:13]=[N:14][CH:15]=[CH:16][C:17]=1[CH3:18].[F:19][C:20]1[CH:30]=[CH:29][C:23]([C:24](OCC)=[O:25])=[CH:22][CH:21]=1.[Cl-].[NH4+]. (3) Given the product [NH:9]1[C:10]2[C:15](=[CH:14][CH:13]=[CH:12][CH:11]=2)[CH:16]=[C:8]1[C:3]1[CH:4]=[CH:5][CH:6]=[CH:7][C:2]=1[NH:1][C:17](=[O:26])[CH2:18][CH2:19][C:20]1[CH:25]=[CH:24][CH:23]=[CH:22][CH:21]=1, predict the reactants needed to synthesize it. The reactants are: [NH2:1][C:2]1[CH:7]=[CH:6][CH:5]=[CH:4][C:3]=1[C:8]1[NH:9][C:10]2[C:15]([CH:16]=1)=[CH:14][CH:13]=[CH:12][CH:11]=2.[C:17](O)(=[O:26])[CH2:18][CH2:19][C:20]1[CH:25]=[CH:24][CH:23]=[CH:22][CH:21]=1. (4) Given the product [N:2]1([O:1][C:18](=[O:19])[C:17]([Br:16])([CH3:22])[CH3:21])[CH2:6][CH2:5][CH2:4][CH2:3]1, predict the reactants needed to synthesize it. The reactants are: [OH:1][N:2]1[C:6](=O)[CH2:5][CH2:4][C:3]1=O.C(N(CC)CC)C.[Br:16][C:17]([CH3:22])([CH3:21])[C:18](Br)=[O:19]. (5) Given the product [CH:19]([C:5]1[C:10]([C:11]([O:13][CH3:14])=[O:12])=[CH:9][C:8]([C:15]([O:17][CH3:18])=[O:16])=[CH:7][N:6]=1)=[CH2:20], predict the reactants needed to synthesize it. The reactants are: ClCCl.Cl[C:5]1[C:10]([C:11]([O:13][CH3:14])=[O:12])=[CH:9][C:8]([C:15]([O:17][CH3:18])=[O:16])=[CH:7][N:6]=1.[CH2:19](N(CC)CC)[CH3:20]. (6) Given the product [Br:1][C:2]1[C:3]([CH3:14])=[N:4][N:5]([CH2:15][CH:16]([CH3:19])[CH3:17])[C:6]=1[C:7]1[CH:12]=[CH:11][C:10]([F:13])=[CH:9][CH:8]=1, predict the reactants needed to synthesize it. The reactants are: [Br:1][C:2]1[C:3]([CH3:14])=[N:4][NH:5][C:6]=1[C:7]1[CH:12]=[CH:11][C:10]([F:13])=[CH:9][CH:8]=1.[CH3:15][CH:16]([CH3:19])[CH2:17]O.C1(P(C2C=CC=CC=2)C2C=CC=CC=2)C=CC=CC=1.N(C(OC(C)C)=O)=NC(OC(C)C)=O. (7) Given the product [CH2:12]([C:16]1[CH:25]=[CH:24][CH:23]=[C:22]2[C:17]=1[CH:18]=[CH:19][CH:20]=[N+:21]2[O-:6])[CH:13]([CH3:15])[CH3:14], predict the reactants needed to synthesize it. The reactants are: ClC1C=C(C=CC=1)C(OO)=[O:6].[CH2:12]([C:16]1[CH:25]=[CH:24][CH:23]=[C:22]2[C:17]=1[CH:18]=[CH:19][CH:20]=[N:21]2)[CH:13]([CH3:15])[CH3:14]. (8) The reactants are: [O:1]=[C:2]1[C:7]([C:8]2[CH:13]=[CH:12][C:11]([N:14]3[CH:18]=[C:17]([CH2:19][C:20]4[CH:24]=[CH:23][S:22][C:21]=4[C:25]([NH2:27])=[O:26])[N:16]=[CH:15]3)=[CH:10][CH:9]=2)=[CH:6][CH:5]=[CH:4][NH:3]1.[C:28]([O-])([O-])=O.[Cs+].[Cs+].CI. Given the product [CH3:28][N:3]1[CH:4]=[CH:5][CH:6]=[C:7]([C:8]2[CH:9]=[CH:10][C:11]([N:14]3[CH:18]=[C:17]([CH2:19][C:20]4[CH:24]=[CH:23][S:22][C:21]=4[C:25]([NH2:27])=[O:26])[N:16]=[CH:15]3)=[CH:12][CH:13]=2)[C:2]1=[O:1], predict the reactants needed to synthesize it. (9) The reactants are: [CH2:1]([C:8]1[CH:9]=[N:10][C:11]2[C:16]([C:17]=1[C:18]1[CH:19]=[C:20]([NH2:24])[CH:21]=[CH:22][CH:23]=1)=[CH:15][CH:14]=[CH:13][C:12]=2[C:25]([F:28])([F:27])[F:26])[C:2]1[CH:7]=[CH:6][CH:5]=[CH:4][CH:3]=1.[O:29]1[C:33]2[CH:34]=[CH:35][CH:36]=[CH:37][C:32]=2[CH:31]=[C:30]1[CH:38]=O. Given the product [O:29]1[C:33]2[CH:34]=[CH:35][CH:36]=[CH:37][C:32]=2[CH:31]=[C:30]1[CH2:38][NH:24][C:20]1[CH:21]=[CH:22][CH:23]=[C:18]([C:17]2[C:16]3[C:11](=[C:12]([C:25]([F:28])([F:26])[F:27])[CH:13]=[CH:14][CH:15]=3)[N:10]=[CH:9][C:8]=2[CH2:1][C:2]2[CH:3]=[CH:4][CH:5]=[CH:6][CH:7]=2)[CH:19]=1, predict the reactants needed to synthesize it. (10) The reactants are: [Br:1][C:2]1[N:7]=[C:6]([C:8]([OH:10])=O)[CH:5]=[CH:4][CH:3]=1.[CH2:11]([O:13][C:14](=[O:23])[CH2:15][C:16]1[CH:21]=[CH:20][CH:19]=[C:18]([NH2:22])[CH:17]=1)[CH3:12]. Given the product [CH2:11]([O:13][C:14](=[O:23])[CH2:15][C:16]1[CH:21]=[CH:20][CH:19]=[C:18]([NH:22][C:8]([C:6]2[CH:5]=[CH:4][CH:3]=[C:2]([Br:1])[N:7]=2)=[O:10])[CH:17]=1)[CH3:12], predict the reactants needed to synthesize it.